From a dataset of Peptide-MHC class II binding affinity with 134,281 pairs from IEDB. Regression. Given a peptide amino acid sequence and an MHC pseudo amino acid sequence, predict their binding affinity value. This is MHC class II binding data. (1) The peptide sequence is GKIDFLNNYALFLSP. The MHC is DRB5_0101 with pseudo-sequence DRB5_0101. The binding affinity (normalized) is 0.627. (2) The peptide sequence is IEEFGTGVFTTRVYMD. The MHC is HLA-DQA10103-DQB10603 with pseudo-sequence HLA-DQA10103-DQB10603. The binding affinity (normalized) is 0.291. (3) The peptide sequence is MDCIIFESASKARLP. The MHC is DRB1_1101 with pseudo-sequence DRB1_1101. The binding affinity (normalized) is 0.480. (4) The peptide sequence is LEDPYEKIGAELVKEVAKKT. The MHC is DRB1_0301 with pseudo-sequence DRB1_0301. The binding affinity (normalized) is 0. (5) The peptide sequence is ISATPEWATPFPHRK. The MHC is DRB1_1201 with pseudo-sequence DRB1_1201. The binding affinity (normalized) is 0.148.